From a dataset of NCI-60 drug combinations with 297,098 pairs across 59 cell lines. Regression. Given two drug SMILES strings and cell line genomic features, predict the synergy score measuring deviation from expected non-interaction effect. (1) Drug 1: CC1=C2C(C(=O)C3(C(CC4C(C3C(C(C2(C)C)(CC1OC(=O)C(C(C5=CC=CC=C5)NC(=O)OC(C)(C)C)O)O)OC(=O)C6=CC=CC=C6)(CO4)OC(=O)C)O)C)O. Drug 2: C(CN)CNCCSP(=O)(O)O. Cell line: K-562. Synergy scores: CSS=3.06, Synergy_ZIP=18.5, Synergy_Bliss=16.9, Synergy_Loewe=21.5, Synergy_HSA=15.4. (2) Drug 1: C1=CC=C(C=C1)NC(=O)CCCCCCC(=O)NO. Drug 2: CN(CCCl)CCCl.Cl. Cell line: MALME-3M. Synergy scores: CSS=7.07, Synergy_ZIP=-3.80, Synergy_Bliss=1.49, Synergy_Loewe=-2.08, Synergy_HSA=2.14. (3) Drug 1: C1CC(=O)NC(=O)C1N2C(=O)C3=CC=CC=C3C2=O. Drug 2: CC1CCCC2(C(O2)CC(NC(=O)CC(C(C(=O)C(C1O)C)(C)C)O)C(=CC3=CSC(=N3)C)C)C. Cell line: HOP-92. Synergy scores: CSS=14.4, Synergy_ZIP=-3.55, Synergy_Bliss=-6.92, Synergy_Loewe=-12.5, Synergy_HSA=-5.12. (4) Drug 1: CC12CCC(CC1=CCC3C2CCC4(C3CC=C4C5=CN=CC=C5)C)O. Drug 2: C(=O)(N)NO. Cell line: HOP-62. Synergy scores: CSS=1.91, Synergy_ZIP=-0.754, Synergy_Bliss=-0.312, Synergy_Loewe=-5.14, Synergy_HSA=-1.99. (5) Drug 1: CCC1(CC2CC(C3=C(CCN(C2)C1)C4=CC=CC=C4N3)(C5=C(C=C6C(=C5)C78CCN9C7C(C=CC9)(C(C(C8N6C)(C(=O)OC)O)OC(=O)C)CC)OC)C(=O)OC)O.OS(=O)(=O)O. Drug 2: CC=C1C(=O)NC(C(=O)OC2CC(=O)NC(C(=O)NC(CSSCCC=C2)C(=O)N1)C(C)C)C(C)C. Cell line: A549. Synergy scores: CSS=12.3, Synergy_ZIP=1.71, Synergy_Bliss=2.51, Synergy_Loewe=-38.1, Synergy_HSA=1.92. (6) Drug 1: C1CN1P(=S)(N2CC2)N3CC3. Drug 2: CCC1(CC2CC(C3=C(CCN(C2)C1)C4=CC=CC=C4N3)(C5=C(C=C6C(=C5)C78CCN9C7C(C=CC9)(C(C(C8N6C=O)(C(=O)OC)O)OC(=O)C)CC)OC)C(=O)OC)O.OS(=O)(=O)O. Cell line: 786-0. Synergy scores: CSS=18.1, Synergy_ZIP=-3.97, Synergy_Bliss=5.02, Synergy_Loewe=2.44, Synergy_HSA=5.75.